From a dataset of Reaction yield outcomes from USPTO patents with 853,638 reactions. Predict the reaction yield, written as a fraction of the theoretical maximum amount of product (1.0 means a 100% yield; for example, 0.34 means a 34% yield). (1) The reactants are [CH3:1][O:2][C:3]([CH:5](P(OC)(OC)=O)[NH:6][C:7]([O:9][CH2:10][C:11]1[CH:16]=[CH:15][CH:14]=[CH:13][CH:12]=1)=[O:8])=[O:4].CN(C)C(=N)N(C)C.[C:31]([O:35][C:36]([N:38]1[C:46]2[C:41](=[CH:42][C:43]([CH:47]=O)=[CH:44][CH:45]=2)[CH:40]=[N:39]1)=[O:37])([CH3:34])([CH3:33])[CH3:32]. The catalyst is O1CCCC1. The product is [C:31]([O:35][C:36]([N:38]1[C:46]2[C:41](=[CH:42][C:43]([CH:47]=[C:5]([NH:6][C:7]([O:9][CH2:10][C:11]3[CH:12]=[CH:13][CH:14]=[CH:15][CH:16]=3)=[O:8])[C:3]([O:2][CH3:1])=[O:4])=[CH:44][CH:45]=2)[CH:40]=[N:39]1)=[O:37])([CH3:34])([CH3:33])[CH3:32]. The yield is 0.850. (2) The reactants are [N+:1]([C:4]1[CH:11]=[N:10][CH:9]=[CH:8][C:5]=1[CH:6]=[O:7])([O-:3])=[O:2].[F-].[Cs+].C[Si](C)(C)[C:16]([F:19])([F:18])[F:17].Cl.CC(OI1(OC(C)=O)(OC(C)=O)OC(=O)C2C=CC=CC1=2)=O. The catalyst is COCCOC.C(Cl)Cl. The product is [F:17][C:16]([F:19])([F:18])[C:6]([C:5]1[CH:8]=[CH:9][N:10]=[CH:11][C:4]=1[N+:1]([O-:3])=[O:2])=[O:7]. The yield is 0.810. (3) The reactants are [O:1]1[CH2:6][CH2:5][O:4][CH2:3][CH:2]1[C:7](=O)[CH3:8].[CH3:10][O:11][C:12]1[CH:17]=[CH:16][C:15]([CH2:18][NH2:19])=[CH:14][CH:13]=1.C(O[BH-](OC(=O)C)OC(=O)C)(=O)C.[Na+]. The catalyst is ClCCCl. The product is [O:1]1[CH2:6][CH2:5][O:4][CH2:3][CH:2]1[CH:7]([NH:19][CH2:18][C:15]1[CH:16]=[CH:17][C:12]([O:11][CH3:10])=[CH:13][CH:14]=1)[CH3:8]. The yield is 0.710. (4) The reactants are [Br:1]N1C(C)(C)C(=O)N(Br)C1=O.C1([C@H](N)C)C=CC=CC=1.[C@H:21]1([C:27]([OH:29])=[O:28])[CH2:26][CH2:25][CH:24]=[CH:23][CH2:22]1.C(OCC)(=O)C.S([O-])([O-])(=O)=S.[Na+].[Na+]. The catalyst is C(#N)C. The product is [Br:1][C@@H:24]1[C@@H:25]2[CH2:26][C@@H:21]([C:27](=[O:29])[O:28]2)[CH2:22][CH2:23]1. The yield is 0.835.